This data is from Reaction yield outcomes from USPTO patents with 853,638 reactions. The task is: Predict the reaction yield, written as a fraction of the theoretical maximum amount of product (1.0 means a 100% yield; for example, 0.34 means a 34% yield). The reactants are C([O:3][C:4]([C:6]1[S:14][C:13]2[CH2:12][CH2:11][N:10]([C:15](OCC)=O)[CH2:9][C:8]=2[CH:7]=1)=O)C.[H-].[H-].[H-].[H-].[Li+].[Al+3]. The catalyst is C1COCC1. The product is [CH3:15][N:10]1[CH2:11][CH2:12][C:13]2[S:14][C:6]([CH2:4][OH:3])=[CH:7][C:8]=2[CH2:9]1. The yield is 0.980.